From a dataset of NCI-60 drug combinations with 297,098 pairs across 59 cell lines. Regression. Given two drug SMILES strings and cell line genomic features, predict the synergy score measuring deviation from expected non-interaction effect. (1) Drug 1: CC1=C(C=C(C=C1)NC2=NC=CC(=N2)N(C)C3=CC4=NN(C(=C4C=C3)C)C)S(=O)(=O)N.Cl. Drug 2: CN1C2=C(C=C(C=C2)N(CCCl)CCCl)N=C1CCCC(=O)O.Cl. Cell line: UO-31. Synergy scores: CSS=17.5, Synergy_ZIP=11.7, Synergy_Bliss=13.6, Synergy_Loewe=16.1, Synergy_HSA=16.4. (2) Drug 1: C1CCN(CC1)CCOC2=CC=C(C=C2)C(=O)C3=C(SC4=C3C=CC(=C4)O)C5=CC=C(C=C5)O. Drug 2: C1CC(=O)NC(=O)C1N2C(=O)C3=CC=CC=C3C2=O. Cell line: UO-31. Synergy scores: CSS=9.03, Synergy_ZIP=-2.88, Synergy_Bliss=0.966, Synergy_Loewe=2.34, Synergy_HSA=2.44. (3) Drug 1: CC(CN1CC(=O)NC(=O)C1)N2CC(=O)NC(=O)C2. Drug 2: COC1=CC(=CC(=C1O)OC)C2C3C(COC3=O)C(C4=CC5=C(C=C24)OCO5)OC6C(C(C7C(O6)COC(O7)C8=CC=CS8)O)O. Cell line: NCI-H460. Synergy scores: CSS=65.4, Synergy_ZIP=2.53, Synergy_Bliss=1.87, Synergy_Loewe=6.62, Synergy_HSA=8.82. (4) Drug 1: CC(C1=C(C=CC(=C1Cl)F)Cl)OC2=C(N=CC(=C2)C3=CN(N=C3)C4CCNCC4)N. Drug 2: C1CN1P(=S)(N2CC2)N3CC3. Cell line: NCIH23. Synergy scores: CSS=24.2, Synergy_ZIP=-8.27, Synergy_Bliss=-7.54, Synergy_Loewe=-6.68, Synergy_HSA=-5.55. (5) Drug 1: C1CN1P(=S)(N2CC2)N3CC3. Drug 2: CN(C(=O)NC(C=O)C(C(C(CO)O)O)O)N=O. Cell line: UACC-257. Synergy scores: CSS=4.25, Synergy_ZIP=-2.33, Synergy_Bliss=-1.81, Synergy_Loewe=-3.11, Synergy_HSA=-1.39.